From a dataset of Forward reaction prediction with 1.9M reactions from USPTO patents (1976-2016). Predict the product of the given reaction. (1) The product is: [NH:1]1[C:5]2[CH:6]=[CH:7][C:8]([C:10]([N:12]3[CH2:19][CH2:18][C:17]4([CH3:23])[C:20]([CH3:22])([CH3:21])[CH:13]3[CH2:14][C:15]3[CH:27]=[C:26]([C:28]([NH:30][OH:31])=[NH:29])[CH:25]=[CH:24][C:16]=34)=[O:11])=[CH:9][C:4]=2[N:3]=[CH:2]1. Given the reactants [NH:1]1[C:5]2[CH:6]=[CH:7][C:8]([C:10]([N:12]3[CH2:19][CH2:18][C:17]4([CH3:23])[C:20]([CH3:22])([CH3:21])[CH:13]3[CH2:14][C:15]3[CH:27]=[C:26]([C:28]#[N:29])[CH:25]=[CH:24][C:16]=34)=[O:11])=[CH:9][C:4]=2[N:3]=[CH:2]1.[NH2:30][OH:31], predict the reaction product. (2) Given the reactants [NH2:1][C:2]1[CH:7]=[CH:6][C:5]([OH:8])=[C:4]([C:9]2[N:13]([CH3:14])[N:12]=[CH:11][CH:10]=2)[CH:3]=1.Br[CH2:16][CH2:17][NH:18][C:19](=[O:25])[O:20][C:21]([CH3:24])([CH3:23])[CH3:22].C(=O)([O-])[O-].[K+].[K+], predict the reaction product. The product is: [NH2:1][C:2]1[CH:7]=[CH:6][C:5]([O:8][CH2:16][CH2:17][NH:18][C:19](=[O:25])[O:20][C:21]([CH3:24])([CH3:23])[CH3:22])=[C:4]([C:9]2[N:13]([CH3:14])[N:12]=[CH:11][CH:10]=2)[CH:3]=1. (3) The product is: [Br:1][C:2]1[C:3]2[O:10][C:9]([C:11]([OH:28])=[O:12])=[C:8]([NH:18][C:19]3[CH:24]=[CH:23][C:22]([I:25])=[CH:21][C:20]=3[F:26])[C:4]=2[CH:5]=[N:6][CH:7]=1. Given the reactants [Br:1][C:2]1[C:3]2[O:10][C:9]([C:11]3[O:12]CC(C)(C)N=3)=[C:8]([NH:18][C:19]3[CH:24]=[CH:23][C:22]([I:25])=[CH:21][C:20]=3[F:26])[C:4]=2[CH:5]=[N:6][CH:7]=1.Cl.[OH-:28].[Na+], predict the reaction product. (4) Given the reactants ClC1C(C(=O)N(CCCC)CCCC)=NN(C2C=CC(C(O)=O)=CC=2C(OCC)=O)C=1C.[Cl:33][C:34]1[C:35]([N:64]([CH2:68][CH2:69][CH3:70])[CH2:65][CH2:66][CH3:67])=[N:36][N:37]([C:43]2[CH:58]=[CH:57][C:46]([C:47]([O:49]CC3C=CC=CC=3)=[O:48])=[CH:45][C:44]=2[C:59]([O:61][CH2:62][CH3:63])=[O:60])[C:38]=1[C:39]([F:42])([F:41])[F:40], predict the reaction product. The product is: [Cl:33][C:34]1[C:35]([N:64]([CH2:68][CH2:69][CH3:70])[CH2:65][CH2:66][CH3:67])=[N:36][N:37]([C:43]2[CH:58]=[CH:57][C:46]([C:47]([OH:49])=[O:48])=[CH:45][C:44]=2[C:59]([O:61][CH2:62][CH3:63])=[O:60])[C:38]=1[C:39]([F:41])([F:40])[F:42].